Dataset: Full USPTO retrosynthesis dataset with 1.9M reactions from patents (1976-2016). Task: Predict the reactants needed to synthesize the given product. (1) Given the product [Br-:1].[O:8]=[C:3]([C:4]([CH3:7])([CH3:6])[CH3:5])[CH2:2][S+:14]1[CH2:10][CH2:11][CH2:12][CH2:13]1, predict the reactants needed to synthesize it. The reactants are: [Br:1][CH2:2][C:3](=[O:8])[C:4]([CH3:7])([CH3:6])[CH3:5].O[C:10]1[S:14][C:13](O)=[C:12](O)[C:11]=1O. (2) Given the product [CH2:1]([NH:3][C:4]([N:17]1[CH:21]([C:22]2[CH:27]=[CH:26][CH:25]=[CH:24][CH:23]=2)[CH2:20][CH:19]=[N:18]1)=[N:5][S:6]([C:9]1[CH:10]=[CH:11][C:12]([OH:15])=[CH:13][CH:14]=1)(=[O:8])=[O:7])[CH3:2], predict the reactants needed to synthesize it. The reactants are: [CH2:1]([NH:3][C:4]([N:17]1[CH:21]([C:22]2[CH:27]=[CH:26][CH:25]=[CH:24][CH:23]=2)[CH2:20][CH:19]=[N:18]1)=[N:5][S:6]([C:9]1[CH:14]=[CH:13][C:12]([O:15]C)=[CH:11][CH:10]=1)(=[O:8])=[O:7])[CH3:2].B(Br)(Br)Br. (3) The reactants are: [F:1][C:2]1[CH:11]=[CH:10][C:9]([F:12])=[CH:8][C:3]=1[O:4][CH2:5][C:6]#[N:7].[H-].[Al+3].[Li+].[H-].[H-].[H-].O.[OH-].[Na+]. Given the product [F:1][C:2]1[CH:11]=[CH:10][C:9]([F:12])=[CH:8][C:3]=1[O:4][CH2:5][CH2:6][NH2:7], predict the reactants needed to synthesize it. (4) Given the product [CH2:21]([O:20][CH:4]([O:3][CH2:1][CH3:2])[C:5]1[O:13][C:12]2[C:11]([N:14]3[CH2:19][CH2:18][N:17]([S:23]([NH2:24])(=[O:27])=[O:26])[CH2:16][CH2:15]3)=[CH:10][N:9]=[CH:8][C:7]=2[CH:6]=1)[CH3:22], predict the reactants needed to synthesize it. The reactants are: [CH2:1]([O:3][CH:4]([O:20][CH2:21][CH3:22])[C:5]1[O:13][C:12]2[C:11]([N:14]3[CH2:19][CH2:18][NH:17][CH2:16][CH2:15]3)=[CH:10][N:9]=[CH:8][C:7]=2[CH:6]=1)[CH3:2].[S:23](=[O:27])(=[O:26])(N)[NH2:24].O. (5) The reactants are: [NH2:1][C:2]1[CH:3]=[C:4]([CH:17]=[CH:18][C:19]=1[F:20])[CH2:5][C:6]1[C:15]2[C:10](=[CH:11][CH:12]=[CH:13][CH:14]=2)[C:9](=[O:16])[NH:8][N:7]=1.[CH2:21]([CH:29]1[CH2:33][C:32](=[O:34])[O:31][C:30]1=[O:35])[CH:22]=[CH:23][CH2:24][CH2:25][CH2:26][CH2:27][CH3:28]. Given the product [F:20][C:19]1[CH:18]=[CH:17][C:4]([CH2:5][C:6]2[C:15]3[C:10](=[CH:11][CH:12]=[CH:13][CH:14]=3)[C:9](=[O:16])[NH:8][N:7]=2)=[CH:3][C:2]=1[NH:1][C:32]([CH2:33][CH:29]([CH2:21][CH:22]=[CH:23][CH2:24][CH2:25][CH2:26][CH2:27][CH3:28])[C:30]([OH:35])=[O:31])=[O:34], predict the reactants needed to synthesize it. (6) Given the product [F:23][C:19]1[CH:20]=[C:21]([F:22])[C:16]2[O:15][C:14]([C:24]([NH2:26])=[O:25])=[C:13]([NH:12][C:9]([C:2]3[O:1][C:5]([C:6]([N:40]4[CH2:41][CH2:42][N:37]([CH3:36])[CH2:38][CH2:39]4)=[O:7])=[CH:4][CH:3]=3)=[O:10])[C:17]=2[CH:18]=1, predict the reactants needed to synthesize it. The reactants are: [O:1]1[C:5]([C:6](Cl)=[O:7])=[CH:4][CH:3]=[C:2]1[C:9](Cl)=[O:10].[NH2:12][C:13]1[C:17]2[CH:18]=[C:19]([F:23])[CH:20]=[C:21]([F:22])[C:16]=2[O:15][C:14]=1[C:24]([NH2:26])=[O:25].CN(C)C1C=CC=CC=1.[CH3:36][N:37]1[CH2:42][CH2:41][NH:40][CH2:39][CH2:38]1. (7) Given the product [F:1][C:2]1[CH:3]=[C:4]([C:9]2([O:16][CH3:17])[CH2:13][CH2:12][N+:11]([O-:23])([CH2:14][CH3:15])[CH2:10]2)[CH:5]=[CH:6][C:7]=1[F:8], predict the reactants needed to synthesize it. The reactants are: [F:1][C:2]1[CH:3]=[C:4]([C:9]2([O:16][CH3:17])[CH2:13][CH2:12][N:11]([CH2:14][CH3:15])[CH2:10]2)[CH:5]=[CH:6][C:7]=1[F:8].ClC1C=C(C=CC=1)C(OO)=[O:23].[O-2].[Al+3].[O-2].[O-2].[Al+3].